From a dataset of Reaction yield outcomes from USPTO patents with 853,638 reactions. Predict the reaction yield, written as a fraction of the theoretical maximum amount of product (1.0 means a 100% yield; for example, 0.34 means a 34% yield). (1) The reactants are [CH:1]1([Mg]Br)[CH2:3][CH2:2]1.Br[C:7]1[CH:12]=[CH:11][C:10]([CH2:13][C:14]#[N:15])=[CH:9][CH:8]=1. The catalyst is C1COCC1.[Cl-].[Zn+2].[Cl-]. The product is [CH:1]1([C:7]2[CH:12]=[CH:11][C:10]([CH2:13][C:14]#[N:15])=[CH:9][CH:8]=2)[CH2:3][CH2:2]1. The yield is 0.660. (2) The reactants are [Cl:1][C:2]1[CH:7]=[CH:6][C:5]([C:8]2[N:9]=[C:10]3[CH:15]=[CH:14][C:13]([C:16]4[CH:21]=[CH:20][CH:19]=[CH:18][CH:17]=4)=[CH:12][N:11]3[C:22]=2[CH:23]=O)=[CH:4][CH:3]=1.[C:25]([N:32]1[CH2:37][CH2:36][NH:35][CH2:34][CH2:33]1)([O:27][C:28]([CH3:31])([CH3:30])[CH3:29])=[O:26].[BH-](OC(C)=O)(OC(C)=O)OC(C)=O.[Na+]. The catalyst is C(Cl)Cl. The product is [Cl:1][C:2]1[CH:3]=[CH:4][C:5]([C:8]2[N:9]=[C:10]3[CH:15]=[CH:14][C:13]([C:16]4[CH:21]=[CH:20][CH:19]=[CH:18][CH:17]=4)=[CH:12][N:11]3[C:22]=2[CH2:23][N:35]2[CH2:34][CH2:33][N:32]([C:25]([O:27][C:28]([CH3:31])([CH3:30])[CH3:29])=[O:26])[CH2:37][CH2:36]2)=[CH:6][CH:7]=1. The yield is 0.260.